Dataset: Forward reaction prediction with 1.9M reactions from USPTO patents (1976-2016). Task: Predict the product of the given reaction. Given the reactants [C:1]([C:5]1[CH:10]=[CH:9][C:8](Br)=[CH:7][CH:6]=1)([CH3:4])([CH3:3])[CH3:2].[CH3:12][NH:13][C:14]1[CH:19]=[CH:18][CH:17]=[CH:16][CH:15]=1.CC(C)([O-])C.[Na+], predict the reaction product. The product is: [C:1]([C:5]1[CH:10]=[CH:9][C:8]([N:13]([CH3:12])[C:14]2[CH:19]=[CH:18][CH:17]=[CH:16][CH:15]=2)=[CH:7][CH:6]=1)([CH3:4])([CH3:3])[CH3:2].